This data is from Full USPTO retrosynthesis dataset with 1.9M reactions from patents (1976-2016). The task is: Predict the reactants needed to synthesize the given product. Given the product [C:11]1([N:1]2[CH:9]=[C:8]3[C:4](=[N:5][CH:6]=[N:7]3)[N:3]=[CH:2]2)[CH:16]=[CH:15][CH:14]=[CH:13][CH:12]=1, predict the reactants needed to synthesize it. The reactants are: [N:1]1[CH:9]=[C:8]2[C:4]([N:5]=[CH:6][NH:7]2)=[N:3][CH:2]=1.I[C:11]1[CH:16]=[CH:15][CH:14]=[CH:13][CH:12]=1.C([O-])([O-])=O.[Cs+].[Cs+].CN[C@@H]1CCCC[C@H]1NC.